Dataset: Forward reaction prediction with 1.9M reactions from USPTO patents (1976-2016). Task: Predict the product of the given reaction. (1) Given the reactants [CH2:1]([C:3]1[CH:8]=[C:7]([C:9]2[N:13]=[C:12]([C:14]3[CH:19]=[C:18]([O:20][CH3:21])[N:17]=[C:16]([CH:22]([CH2:25][CH3:26])[CH2:23][CH3:24])[CH:15]=3)[O:11][N:10]=2)[CH:6]=[C:5]([CH3:27])[C:4]=1[OH:28])[CH3:2].[CH2:29]([C@@H:31]1[O:33][CH2:32]1)Cl, predict the reaction product. The product is: [CH2:1]([C:3]1[CH:8]=[C:7]([C:9]2[N:13]=[C:12]([C:14]3[CH:19]=[C:18]([O:20][CH3:21])[N:17]=[C:16]([CH:22]([CH2:25][CH3:26])[CH2:23][CH3:24])[CH:15]=3)[O:11][N:10]=2)[CH:6]=[C:5]([CH3:27])[C:4]=1[O:28][CH2:29][C@@H:31]1[CH2:32][O:33]1)[CH3:2]. (2) Given the reactants [OH:1][C:2]1[CH:3]=[C:4]([CH:7]=[CH:8][CH:9]=1)[CH:5]=[O:6].[O:10]1[CH:12]([CH2:13][CH2:14][CH3:15])[CH2:11]1, predict the reaction product. The product is: [OH:10][CH:12]([CH2:13][CH2:14][CH3:15])[CH2:11][O:1][C:2]1[CH:3]=[C:4]([CH:7]=[CH:8][CH:9]=1)[CH:5]=[O:6]. (3) Given the reactants CS(O[CH:6]1[CH2:11][CH2:10][C:9]([C:12]2[CH:17]=[CH:16][N:15]=[CH:14][C:13]=2[N+:18]([O-:20])=[O:19])=[CH:8][CH2:7]1)(=O)=O.C1CCN2C(=NCCC2)CC1, predict the reaction product. The product is: [C:9]1([C:12]2[CH:17]=[CH:16][N:15]=[CH:14][C:13]=2[N+:18]([O-:20])=[O:19])[CH2:10][CH2:11][CH:6]=[CH:7][CH:8]=1. (4) Given the reactants Br[C:2]1[CH:7]=[C:6]([NH:8][C:9](=[O:18])[C:10]2[C:15]([Cl:16])=[CH:14][CH:13]=[CH:12][C:11]=2[Cl:17])[CH:5]=[CH:4][N:3]=1.[NH2:19][C:20]1[S:21][CH:22]=[CH:23][N:24]=1.C([O-])([O-])=O.[Cs+].[Cs+].C1(P(C2C=CC=CC=2)C2C3OC4C(=CC=CC=4P(C4C=CC=CC=4)C4C=CC=CC=4)C(C)(C)C=3C=CC=2)C=CC=CC=1, predict the reaction product. The product is: [Cl:17][C:11]1[CH:12]=[CH:13][CH:14]=[C:15]([Cl:16])[C:10]=1[C:9]([NH:8][C:6]1[CH:5]=[CH:4][N:3]=[C:2]([NH:19][C:20]2[S:21][CH:22]=[CH:23][N:24]=2)[CH:7]=1)=[O:18]. (5) Given the reactants [F:1][C:2]([F:12])([F:11])[CH2:3][CH2:4][CH2:5][O:6][CH:7]1[CH2:10][NH:9][CH2:8]1.CCN=C=NCCCN(C)C.C1C=CC2N(O)N=NC=2C=1.C(N(C(C)C)CC)(C)C.Cl.[O:44]=[C:45]1[NH:54][C:53]2[N:52]=[CH:51][C:50](/[CH:55]=[CH:56]/[C:57](O)=[O:58])=[CH:49][C:48]=2[CH2:47][CH2:46]1, predict the reaction product. The product is: [O:58]=[C:57]([N:9]1[CH2:8][CH:7]([O:6][CH2:5][CH2:4][CH2:3][C:2]([F:1])([F:11])[F:12])[CH2:10]1)/[CH:56]=[CH:55]/[C:50]1[CH:49]=[C:48]2[C:53](=[N:52][CH:51]=1)[NH:54][C:45](=[O:44])[CH2:46][CH2:47]2. (6) The product is: [C:11]([C:10]1[CH:9]=[CH:8][CH:7]=[C:3]2[C:2]=1[N:1]=[CH:19][NH:20][C:4]2=[O:5])([CH3:14])([CH3:13])[CH3:12]. Given the reactants [NH2:1][C:2]1[C:10]([C:11]([CH3:14])([CH3:13])[CH3:12])=[CH:9][CH:8]=[CH:7][C:3]=1[C:4](O)=[O:5].C(O)(=O)C.[CH:19](N)=[NH:20].C(N)=O.[OH-].[Na+], predict the reaction product.